This data is from Retrosynthesis with 50K atom-mapped reactions and 10 reaction types from USPTO. The task is: Predict the reactants needed to synthesize the given product. (1) Given the product CC(=O)N1CCCN(c2nc3ccc(-c4c(C)noc4C)c4c3n2[C@@H](c2ccccn2)CO4)CC1, predict the reactants needed to synthesize it. The reactants are: CC(=O)Cl.Cc1noc(C)c1-c1ccc2nc(N3CCCNCC3)n3c2c1OC[C@@H]3c1ccccn1. (2) Given the product Cc1cc(Nc2nccc(C(F)(F)F)n2)cc(-c2ccc(C(=O)O)nc2)c1, predict the reactants needed to synthesize it. The reactants are: Cc1cc(Nc2nccc(C(F)(F)F)n2)cc(B2OC(C)(C)C(C)(C)O2)c1.O=C(O)c1ccc(Br)cn1.